From a dataset of Reaction yield outcomes from USPTO patents with 853,638 reactions. Predict the reaction yield, written as a fraction of the theoretical maximum amount of product (1.0 means a 100% yield; for example, 0.34 means a 34% yield). (1) The reactants are [CH3:1][O:2][C:3]1[CH:8]=[C:7]([CH3:9])[CH:6]=[CH:5][C:4]=1[C:10]1[NH:11][C:12](=[S:15])[NH:13][N:14]=1.Br.Br[CH2:18][C:19]1[CH:24]=[CH:23][CH:22]=[CH:21][N:20]=1. The catalyst is CCO.CCOC(C)=O. The product is [CH3:1][O:2][C:3]1[CH:8]=[C:7]([CH3:9])[CH:6]=[CH:5][C:4]=1[C:10]1[NH:14][N:13]=[C:12]([S:15][CH2:18][C:19]2[CH:24]=[CH:23][CH:22]=[CH:21][N:20]=2)[N:11]=1. The yield is 0.720. (2) The reactants are C(=O)([O-])[O-].[K+].[K+].[CH3:7][N:8]1[CH2:13][CH2:12][N:11]([C:14]2[CH:19]=[CH:18][C:17]([C:20]#[C:21][Si](C)(C)C)=[CH:16][N:15]=2)[CH2:10][CH2:9]1. The catalyst is CO. The product is [C:20]([C:17]1[CH:18]=[CH:19][C:14]([N:11]2[CH2:12][CH2:13][N:8]([CH3:7])[CH2:9][CH2:10]2)=[N:15][CH:16]=1)#[CH:21]. The yield is 1.00. (3) The reactants are [CH:1]1[C:13]2[CH:12]([CH2:14][O:15][C:16]([NH:18][C@@H:19]([CH2:27][C:28]3[CH:29]=[N:30][C:31](Br)=[CH:32][CH:33]=3)[C:20]([O:22][C:23]([CH3:26])([CH3:25])[CH3:24])=[O:21])=[O:17])[C:11]3[C:6](=[CH:7][CH:8]=[CH:9][CH:10]=3)[C:5]=2[CH:4]=[CH:3][CH:2]=1.[CH2:35]([C:37]1[CH:42]=[CH:41][CH:40]=[CH:39][C:38]=1B(O)O)[CH3:36].[C:46](=O)([O-])[O-:47].[Na+].[Na+]. The catalyst is C(O)(C)C.C1(C)C=CC=CC=1.[Pd](Cl)Cl.C1(P(C2CCCCC2)C2CCCCC2)CCCCC1.C1(P(C2CCCCC2)C2CCCCC2)CCCCC1. The product is [CH:1]1[C:13]2[CH:12]([CH2:14][O:15][C:16]([NH:18][C@@H:19]([CH2:27][C:28]3[CH:29]=[N:30][C:31]([C:38]4[CH:39]=[CH:40][C:41]([O:47][CH3:46])=[CH:42][C:37]=4[CH2:35][CH3:36])=[CH:32][CH:33]=3)[C:20]([O:22][C:23]([CH3:26])([CH3:25])[CH3:24])=[O:21])=[O:17])[C:11]3[C:6](=[CH:7][CH:8]=[CH:9][CH:10]=3)[C:5]=2[CH:4]=[CH:3][CH:2]=1. The yield is 0.590. (4) The reactants are [H-].[Na+].[OH:3][CH2:4][CH2:5][N:6]1[C:10](=[O:11])[C:9]2=[CH:12][CH:13]=[CH:14][CH:15]=[C:8]2[C:7]1=[O:16].[Br:17][C:18]1[CH:19]=[CH:20][C:21]2[N:22]([CH2:32][CH:33]3[CH2:35][O:34]3)[C:23]3[C:28]([C:29]=2[CH:30]=1)=[CH:27][C:26]([Br:31])=[CH:25][CH:24]=3. The catalyst is C1COCC1.CCOC(C)=O. The product is [Br:17][C:18]1[CH:19]=[CH:20][C:21]2[N:22]([CH2:32][CH:33]([OH:34])[CH2:35][O:3][CH2:4][CH2:5][N:6]3[C:10](=[O:11])[C:9]4[C:8](=[CH:15][CH:14]=[CH:13][CH:12]=4)[C:7]3=[O:16])[C:23]3[C:28]([C:29]=2[CH:30]=1)=[CH:27][C:26]([Br:31])=[CH:25][CH:24]=3. The yield is 0.440. (5) The reactants are [N:1]1[CH:2]=[CH:3][N:4]2[CH:9]=[CH:8][C:7]([NH2:10])=[CH:6][C:5]=12.C([O-])([O-])=O.[Cs+].[Cs+].Br[C:18]1[C:19](=[O:26])[N:20]([CH3:25])[CH:21]=[C:22]([Br:24])[N:23]=1.CC1(C)C2C(=C(P(C3C=CC=CC=3)C3C=CC=CC=3)C=CC=2)OC2C(P(C3C=CC=CC=3)C3C=CC=CC=3)=CC=CC1=2. The catalyst is C1C=CC(/C=C/C(/C=C/C2C=CC=CC=2)=O)=CC=1.C1C=CC(/C=C/C(/C=C/C2C=CC=CC=2)=O)=CC=1.C1C=CC(/C=C/C(/C=C/C2C=CC=CC=2)=O)=CC=1.[Pd].[Pd].O1CCOCC1. The product is [Br:24][C:22]1[N:23]=[C:18]([NH:10][C:7]2[CH:8]=[CH:9][N:4]3[CH:3]=[CH:2][N:1]=[C:5]3[CH:6]=2)[C:19](=[O:26])[N:20]([CH3:25])[CH:21]=1. The yield is 0.440. (6) The reactants are [NH2:1][C:2]1[CH:7]=[CH:6][C:5]([Br:8])=[CH:4][C:3]=1[SH:9].C(=O)([O-])[O-].[Cs+].[Cs+].Br[CH:17]([CH2:21][CH3:22])[C:18](Br)=[O:19]. The catalyst is CN(C=O)C. The product is [Br:8][C:5]1[CH:6]=[CH:7][C:2]2[NH:1][C:18](=[O:19])[CH:17]([CH2:21][CH3:22])[S:9][C:3]=2[CH:4]=1. The yield is 0.140. (7) The reactants are [NH2:1][C:2]1[CH:3]=[C:4]([OH:8])[CH:5]=[CH:6][CH:7]=1.Br[C:10]1[CH:15]=[CH:14][C:13]([C:16]([F:19])([F:18])[F:17])=[CH:12][CH:11]=1.C(=O)([O-])[O-].[Cs+].[Cs+]. The catalyst is CC(N(C)C)=O.O. The product is [F:17][C:16]([F:19])([F:18])[C:13]1[CH:14]=[CH:15][C:10]([O:8][C:4]2[CH:3]=[C:2]([CH:7]=[CH:6][CH:5]=2)[NH2:1])=[CH:11][CH:12]=1. The yield is 0.590. (8) The reactants are [CH3:1][C@@H:2]1[O:7][C@@H:6]([O:8][C@@H:9]2[C:14]3=[C:15]([OH:32])[C:16]4[C:28](=[O:29])[C:27]5[C:22](=[CH:23][CH:24]=[CH:25][C:26]=5[O:30][CH3:31])[C:20](=[O:21])[C:17]=4[C:18]([OH:19])=[C:13]3[CH2:12][C@@:11]([OH:37])([C:33]([CH2:35][OH:36])=[O:34])[CH2:10]2)[CH2:5][C@H:4]([NH2:38])[C@@H:3]1[OH:39].Cl.CC(C)([O-])C.[K+].[C:47]1([CH3:57])[CH:52]=[CH:51][C:50]([S:53]([OH:56])(=[O:55])=[O:54])=[CH:49][CH:48]=1. The catalyst is C1COCC1. The product is [CH3:1][C@@H:2]1[O:7][C@@H:6]([O:8][C@@H:9]2[C:14]3=[C:15]([OH:32])[C:16]4[C:28](=[O:29])[C:27]5[C:22](=[CH:23][CH:24]=[CH:25][C:26]=5[O:30][CH3:31])[C:20](=[O:21])[C:17]=4[C:18]([OH:19])=[C:13]3[CH2:12][C@@:11]([OH:37])([C:33]([CH2:35][OH:36])=[O:34])[CH2:10]2)[CH2:5][C@H:4]([NH2:38])[C@@H:3]1[OH:39].[S:53]([C:50]1[CH:51]=[CH:52][C:47]([CH3:57])=[CH:48][CH:49]=1)([O-:56])(=[O:55])=[O:54]. The yield is 0.970.